Task: Regression. Given two drug SMILES strings and cell line genomic features, predict the synergy score measuring deviation from expected non-interaction effect.. Dataset: Merck oncology drug combination screen with 23,052 pairs across 39 cell lines Drug 1: O=C(CCCCCCC(=O)Nc1ccccc1)NO. Drug 2: Cn1c(=O)n(-c2ccc(C(C)(C)C#N)cc2)c2c3cc(-c4cnc5ccccc5c4)ccc3ncc21. Cell line: UWB1289. Synergy scores: synergy=26.2.